Dataset: Full USPTO retrosynthesis dataset with 1.9M reactions from patents (1976-2016). Task: Predict the reactants needed to synthesize the given product. (1) The reactants are: [F:1][C:2]1[CH:7]=[CH:6][C:5]([C@:8]2([CH2:32][C:33]([CH3:37])([CH3:36])[C:34]#[N:35])[O:13][C:12](=[O:14])[N:11]([C@H:15]([C:17]3[CH:22]=[CH:21][C:20](B4OC(C)(C)C(C)(C)O4)=[CH:19][CH:18]=3)[CH3:16])[CH2:10][CH2:9]2)=[CH:4][CH:3]=1.Br[C:39]1[CH:40]=[CH:41][C:42](=[O:46])[N:43]([CH3:45])[CH:44]=1. Given the product [F:1][C:2]1[CH:3]=[CH:4][C:5]([C@:8]2([CH2:32][C:33]([CH3:36])([CH3:37])[C:34]#[N:35])[O:13][C:12](=[O:14])[N:11]([C@H:15]([C:17]3[CH:22]=[CH:21][C:20]([C:39]4[CH:40]=[CH:41][C:42](=[O:46])[N:43]([CH3:45])[CH:44]=4)=[CH:19][CH:18]=3)[CH3:16])[CH2:10][CH2:9]2)=[CH:6][CH:7]=1, predict the reactants needed to synthesize it. (2) Given the product [CH3:21][O:20][CH2:19][CH2:18][CH2:17][O:16][C:4]1[CH:5]=[C:6]2[C:10](=[C:2]([NH:1][S:28]([C:23]3[CH:24]=[CH:25][CH:26]=[CH:27][N:22]=3)(=[O:30])=[O:29])[CH:3]=1)[NH:9][C:8]([C:11]([O:13][CH2:14][CH3:15])=[O:12])=[CH:7]2, predict the reactants needed to synthesize it. The reactants are: [NH2:1][C:2]1[CH:3]=[C:4]([O:16][CH2:17][CH2:18][CH2:19][O:20][CH3:21])[CH:5]=[C:6]2[C:10]=1[NH:9][C:8]([C:11]([O:13][CH2:14][CH3:15])=[O:12])=[CH:7]2.[N:22]1[CH:27]=[CH:26][CH:25]=[CH:24][C:23]=1[S:28](Cl)(=[O:30])=[O:29]. (3) Given the product [Br:1][C:2]1[CH:3]=[C:4]([S:9][CH:10]([CH3:16])[CH:11]=[O:12])[CH:5]=[C:6]([Cl:8])[CH:7]=1, predict the reactants needed to synthesize it. The reactants are: [Br:1][C:2]1[CH:3]=[C:4]([S:9][CH:10]([CH3:16])[C:11](OCC)=[O:12])[CH:5]=[C:6]([Cl:8])[CH:7]=1.CC(C[AlH]CC(C)C)C. (4) Given the product [NH2:13][C:2]1[CH:7]=[CH:6][N:5]=[C:4]([C:8]([OH:11])([CH3:10])[CH3:9])[CH:3]=1, predict the reactants needed to synthesize it. The reactants are: Br[C:2]1[CH:7]=[CH:6][N:5]=[C:4]([C:8]([OH:11])([CH3:10])[CH3:9])[CH:3]=1.[OH-].[NH4+:13]. (5) Given the product [CH3:1][C:2]1([CH3:9])[O:6][C:5](=[O:7])[N:4]([CH2:15][C:14]2[CH:17]=[CH:18][CH:19]=[CH:20][C:13]=2[N+:10]([O-:12])=[O:11])[C:3]1=[O:8], predict the reactants needed to synthesize it. The reactants are: [CH3:1][C:2]1([CH3:9])[O:6][C:5](=[O:7])[NH:4][C:3]1=[O:8].[N+:10]([C:13]1[CH:20]=[CH:19][CH:18]=[CH:17][C:14]=1[CH2:15]Cl)([O-:12])=[O:11].C(=O)([O-])[O-].[K+].[K+].CN(C)C=O. (6) Given the product [CH3:21][S:22]([C:25]1[CH:30]=[CH:29][C:28]([C:2]2[CH:7]=[CH:6][C:5]([C:8]3[O:9][C:10]([CH3:20])=[C:11]([CH2:13][CH2:14][N:15]4[CH2:19][CH2:18][CH2:17][CH2:16]4)[N:12]=3)=[CH:4][CH:3]=2)=[CH:27][CH:26]=1)(=[O:24])=[O:23], predict the reactants needed to synthesize it. The reactants are: Br[C:2]1[CH:7]=[CH:6][C:5]([C:8]2[O:9][C:10]([CH3:20])=[C:11]([CH2:13][CH2:14][N:15]3[CH2:19][CH2:18][CH2:17][CH2:16]3)[N:12]=2)=[CH:4][CH:3]=1.[CH3:21][S:22]([C:25]1[CH:30]=[CH:29][C:28](B(O)O)=[CH:27][CH:26]=1)(=[O:24])=[O:23]. (7) Given the product [Cl:32][C:29]1[N:28]=[C:27]([CH3:33])[C:26]([C:24]2[O:23][N:22]=[C:21]([CH2:20][CH2:19][OH:18])[N:25]=2)=[CH:31][CH:30]=1, predict the reactants needed to synthesize it. The reactants are: [Si]([O:18][CH2:19][CH2:20][C:21]1[N:25]=[C:24]([C:26]2[C:27]([CH3:33])=[N:28][C:29]([Cl:32])=[CH:30][CH:31]=2)[O:23][N:22]=1)(C(C)(C)C)(C1C=CC=CC=1)C1C=CC=CC=1.[F-].C([N+](CCCC)(CCCC)CCCC)CCC. (8) Given the product [CH2:17]([O:19][P:20]([C:3]1[CH:4]=[C:5]2[C:9](=[CH:10][CH:11]=1)[N:8]([CH2:12][CH3:13])[C:7](=[CH2:14])[C:6]2([CH3:16])[CH3:15])(=[O:24])[O:21][CH2:22][CH3:23])[CH3:18], predict the reactants needed to synthesize it. The reactants are: [I-].Br[C:3]1[CH:4]=[C:5]2[C:9](=[CH:10][CH:11]=1)[N+:8]([CH2:12][CH3:13])=[C:7]([CH3:14])[C:6]2([CH3:16])[CH3:15].[CH2:17]([O:19][P:20]([O:24]CC)[O:21][CH2:22][CH3:23])[CH3:18]. (9) Given the product [F:25][C:26]1[CH:27]=[C:28]2[C:32](=[CH:33][CH:34]=1)[NH:31][CH:30]=[C:29]2[CH2:35][CH2:36][CH2:37][NH:38][CH:39]1[CH2:52][O:51][C:42]2=[C:43]3[C:48](=[CH:49][CH:50]=[C:41]2[CH2:40]1)[N:47]=[CH:46][CH:45]=[CH:44]3, predict the reactants needed to synthesize it. The reactants are: O1C2=C3C(=CC=C2CC(N)C1)N=CC=C3.Cl.Cl.CCOCC.Cl.Cl.[F:25][C:26]1[CH:27]=[C:28]2[C:32](=[CH:33][CH:34]=1)[NH:31][CH:30]=[C:29]2[CH2:35][CH2:36][CH2:37][NH:38][CH:39]1[CH2:52][O:51][C:42]2=[C:43]3[C:48](=[CH:49][CH:50]=[C:41]2[CH2:40]1)[N:47]=[CH:46][CH:45]=[CH:44]3. (10) Given the product [CH3:1][O:2][C:3]1[CH:4]=[C:5]([CH:18]=[CH:19][C:20]=1[O:21][CH3:22])[CH2:6][O:7][C:8]1[CH:16]=[CH:15][C:11]([C:12]([NH:29][C:30]2[CH:40]=[CH:39][C:38]([O:41][C:42]3[CH:47]=[CH:46][CH:45]=[CH:44][CH:43]=3)=[CH:37][C:31]=2[C:32]([O:34][CH2:35][CH3:36])=[O:33])=[O:14])=[CH:10][C:9]=1[Cl:17], predict the reactants needed to synthesize it. The reactants are: [CH3:1][O:2][C:3]1[CH:4]=[C:5]([CH:18]=[CH:19][C:20]=1[O:21][CH3:22])[CH2:6][O:7][C:8]1[CH:16]=[CH:15][C:11]([C:12]([OH:14])=O)=[CH:10][C:9]=1[Cl:17].C(Cl)(=O)C(Cl)=O.[NH2:29][C:30]1[CH:40]=[CH:39][C:38]([O:41][C:42]2[CH:47]=[CH:46][CH:45]=[CH:44][CH:43]=2)=[CH:37][C:31]=1[C:32]([O:34][CH2:35][CH3:36])=[O:33].C(N(C(C)C)CC)(C)C.